Dataset: Full USPTO retrosynthesis dataset with 1.9M reactions from patents (1976-2016). Task: Predict the reactants needed to synthesize the given product. Given the product [N:1]1([C:6]2[CH:11]=[CH:10][C:9]([C:12]3[O:13][C:14]4[CH:30]=[CH:29][C:28]([NH2:31])=[CH:27][C:15]=4[C:16](=[O:26])[C:17]=3[O:18][CH2:19][C:20]3[CH:25]=[CH:24][CH:23]=[CH:22][CH:21]=3)=[CH:8][CH:7]=2)[CH:5]=[CH:4][N:3]=[CH:2]1, predict the reactants needed to synthesize it. The reactants are: [N:1]1([C:6]2[CH:11]=[CH:10][C:9]([C:12]3[O:13][C:14]4[CH:30]=[CH:29][C:28]([NH:31]C(=O)C)=[CH:27][C:15]=4[C:16](=[O:26])[C:17]=3[O:18][CH2:19][C:20]3[CH:25]=[CH:24][CH:23]=[CH:22][CH:21]=3)=[CH:8][CH:7]=2)[CH:5]=[CH:4][N:3]=[CH:2]1.Cl.